This data is from Forward reaction prediction with 1.9M reactions from USPTO patents (1976-2016). The task is: Predict the product of the given reaction. (1) Given the reactants [NH2:1][C:2]1[CH:7]=[C:6]([NH2:8])[C:5]([NH2:9])=[CH:4][N:3]=1.[N+:10]([C:13]1[CH:21]=[CH:20][C:16]([C:17](O)=O)=[CH:15][CH:14]=1)([O-:12])=[O:11].C([O-])([O-])=O.[K+].[K+], predict the reaction product. The product is: [N+:10]([C:13]1[CH:21]=[CH:20][C:16]([C:17]2[NH:9][C:5]3[CH:4]=[N:3][C:2]([NH2:1])=[CH:7][C:6]=3[N:8]=2)=[CH:15][CH:14]=1)([O-:12])=[O:11]. (2) Given the reactants Cl.NC(N)=N.C[O-].[Na+].C1(C)C=CC=CC=1.[Cl:16][C:17]1[C:22]([Cl:23])=[CH:21][CH:20]=[CH:19][C:18]=1[C:24](=C(OCC)CF)[C:25]#[N:26], predict the reaction product. The product is: [Cl:16][C:17]1[C:22]([Cl:23])=[CH:21][CH:20]=[CH:19][C:18]=1[CH2:24][C:25]#[N:26]. (3) Given the reactants [C@H:1]12[NH:8][CH2:7][C@H:6]1[CH2:5][CH2:4][N:3]([C:9]([O:11][C:12]([CH3:15])([CH3:14])[CH3:13])=[O:10])[CH2:2]2.C([O-])([O-])=O.[Na+].[Na+].[C:22](Cl)([O:24][CH2:25][C:26]1[CH:31]=[CH:30][CH:29]=[CH:28][CH:27]=1)=[O:23], predict the reaction product. The product is: [C@H:1]12[N:8]([C:22]([O:24][CH2:25][C:26]3[CH:31]=[CH:30][CH:29]=[CH:28][CH:27]=3)=[O:23])[CH2:7][C@H:6]1[CH2:5][CH2:4][N:3]([C:9]([O:11][C:12]([CH3:15])([CH3:14])[CH3:13])=[O:10])[CH2:2]2. (4) The product is: [C:14]([C:13]1[C:16]([F:18])=[CH:17][C:10]([C:7]2[CH:8]=[CH:9][N:5]([C@@H:3]([CH3:4])[CH2:2][NH:1][C:31]([C:29]3[NH:28][N:27]=[C:26]([C:22]4[CH:21]=[N:20][CH:25]=[CH:24][CH:23]=4)[CH:30]=3)=[O:32])[N:6]=2)=[CH:11][C:12]=1[F:19])#[N:15]. Given the reactants [NH2:1][CH2:2][C@@H:3]([N:5]1[CH:9]=[CH:8][C:7]([C:10]2[CH:17]=[C:16]([F:18])[C:13]([C:14]#[N:15])=[C:12]([F:19])[CH:11]=2)=[N:6]1)[CH3:4].[N:20]1[CH:25]=[CH:24][CH:23]=[C:22]([C:26]2[CH:30]=[C:29]([C:31](O)=[O:32])[NH:28][N:27]=2)[CH:21]=1.C1C=CC2N(O)N=NC=2C=1.CCN(C(C)C)C(C)C.CCN=C=NCCCN(C)C, predict the reaction product. (5) Given the reactants [CH3:1][C:2]1[CH:10]=[C:9]([N+:11]([O-:13])=[O:12])[CH:8]=[CH:7][C:3]=1[C:4]([OH:6])=O.[CH3:14][C:15]1[CH:20]=[C:19]([CH3:21])[CH:18]=[CH:17][C:16]=1[N:22]1[CH2:27][CH2:26][NH:25][CH2:24][CH2:23]1.ON1C2C=CC=CC=2N=N1.Cl.C(N=C=NCCCN(C)C)C, predict the reaction product. The product is: [CH3:14][C:15]1[CH:20]=[C:19]([CH3:21])[CH:18]=[CH:17][C:16]=1[N:22]1[CH2:23][CH2:24][N:25]([C:4]([C:3]2[CH:7]=[CH:8][C:9]([N+:11]([O-:13])=[O:12])=[CH:10][C:2]=2[CH3:1])=[O:6])[CH2:26][CH2:27]1. (6) The product is: [Cl:1][C:2]1[CH:3]=[CH:4][C:5]2[N:6]([C:8]([CH2:18][NH:19][C:20]3[N:25]=[C:24]([O:26][C@H:27]4[CH2:31][CH2:30][N:29]([CH3:32])[CH2:28]4)[CH:23]=[CH:22][N:21]=3)=[C:9]([C:11]3[CH:12]=[CH:13][C:14]([F:17])=[CH:15][CH:16]=3)[N:10]=2)[CH:7]=1. Given the reactants [Cl:1][C:2]1[CH:3]=[CH:4][C:5]2[N:6]([C:8]([CH2:18][NH:19][C:20]3[N:25]=[C:24]([O:26][C@@H:27]4[CH2:31][CH2:30][N:29]([CH3:32])[CH2:28]4)[CH:23]=[CH:22][N:21]=3)=[C:9]([C:11]3[CH:16]=[CH:15][C:14]([F:17])=[CH:13][CH:12]=3)[N:10]=2)[CH:7]=1.ClC1C=CN=C(NCC2N3C=C(Cl)C=CC3=NC=2C2C=CC(F)=CC=2)N=1.CN1CC[C@H](O)C1, predict the reaction product. (7) The product is: [CH2:1]([N:8]1[CH2:13][CH2:12][N:11]([C:14]2[S:15][C:16](=[CH:28][C:27]3[CH:30]=[CH:31][C:24]([C:20]([CH3:23])([CH3:22])[CH3:21])=[CH:25][CH:26]=3)[C:17](=[O:19])[N:18]=2)[CH2:10][CH2:9]1)[C:2]1[CH:7]=[CH:6][CH:5]=[CH:4][CH:3]=1. Given the reactants [CH2:1]([N:8]1[CH2:13][CH2:12][N:11]([C:14]2[S:15][CH2:16][C:17](=[O:19])[N:18]=2)[CH2:10][CH2:9]1)[C:2]1[CH:7]=[CH:6][CH:5]=[CH:4][CH:3]=1.[C:20]([C:24]1[CH:31]=[CH:30][C:27]([CH:28]=O)=[CH:26][CH:25]=1)([CH3:23])([CH3:22])[CH3:21].C([O-])(=O)C.[Na+].O, predict the reaction product. (8) The product is: [F:33][C:27]1[CH:28]=[CH:29][CH:30]=[C:31]([F:32])[C:26]=1[CH2:25][O:24][C:23]1[C:18]2[N:19]([C:15]([C:13]([NH:12][C:8]([C:10]3[N:11]=[N:47][NH:48][N:49]=3)([CH3:9])[CH2:7][OH:6])=[O:14])=[C:16]([CH3:34])[N:17]=2)[CH:20]=[CH:21][CH:22]=1. Given the reactants C([Si](C1C=CC=CC=1)(C1C=CC=CC=1)[O:6][CH2:7][C:8]([NH:12][C:13]([C:15]1[N:19]2[CH:20]=[CH:21][CH:22]=[C:23]([O:24][CH2:25][C:26]3[C:31]([F:32])=[CH:30][CH:29]=[CH:28][C:27]=3[F:33])[C:18]2=[N:17][C:16]=1[CH3:34])=[O:14])([C:10]#[N:11])[CH3:9])(C)(C)C.[N-:47]=[N+:48]=[N-:49].[Na+].[Cl-].[NH4+].O, predict the reaction product. (9) Given the reactants [CH3:1][C:2]1[O:6][C:5]([C:7]([F:10])([F:9])[F:8])=[C:4]([CH2:11][NH2:12])[CH:3]=1.[CH2:13]([O:20][C:21]1[CH:26]=[CH:25][N:24]([C:27]2[S:28][C:29]([C:33](O)=[O:34])=[C:30]([CH3:32])[N:31]=2)[C:23](=[O:36])[CH:22]=1)[C:14]1[CH:19]=[CH:18][CH:17]=[CH:16][CH:15]=1, predict the reaction product. The product is: [CH2:13]([O:20][C:21]1[CH:26]=[CH:25][N:24]([C:27]2[S:28][C:29]([C:33]([NH:12][CH2:11][C:4]3[CH:3]=[C:2]([CH3:1])[O:6][C:5]=3[C:7]([F:10])([F:8])[F:9])=[O:34])=[C:30]([CH3:32])[N:31]=2)[C:23](=[O:36])[CH:22]=1)[C:14]1[CH:19]=[CH:18][CH:17]=[CH:16][CH:15]=1.